Dataset: CYP2D6 inhibition data for predicting drug metabolism from PubChem BioAssay. Task: Regression/Classification. Given a drug SMILES string, predict its absorption, distribution, metabolism, or excretion properties. Task type varies by dataset: regression for continuous measurements (e.g., permeability, clearance, half-life) or binary classification for categorical outcomes (e.g., BBB penetration, CYP inhibition). Dataset: cyp2d6_veith. (1) The drug is CC(C)NC(=O)N1CC2(CCN(C(=O)c3cc(C(F)(F)F)cc(C(F)(F)F)c3)CC2)C1. The result is 1 (inhibitor). (2) The result is 0 (non-inhibitor). The compound is Cn1c(=O)c(-c2cccs2)nc2cnc(N3CCNCC3)nc21. (3) The drug is CCCCCCCCOC1OC(CO)C(O)C(O)C1NC(C)=O. The result is 0 (non-inhibitor). (4) The molecule is COc1cccc(NC(=S)NN2CCN(C)CC2)c1. The result is 0 (non-inhibitor). (5) The molecule is Cc1nc2c3cnn(-c4ccc(C)c(C)c4)c3ncn2n1. The result is 0 (non-inhibitor). (6) The drug is NS(=O)(=O)c1cc2c(cc1C(F)(F)F)N[C@H](Cc1ccccc1)NS2(=O)=O. The result is 0 (non-inhibitor).